Dataset: Full USPTO retrosynthesis dataset with 1.9M reactions from patents (1976-2016). Task: Predict the reactants needed to synthesize the given product. (1) Given the product [CH3:49][C:37]1[CH:38]=[C:39]([O:40][C@@H:41]2[CH2:45][CH2:44][O:43][CH2:42]2)[CH:46]=[C:47]([CH3:48])[C:36]=1[C:5]1[CH:4]=[CH:3][C:2]([F:1])=[C:10]2[C:6]=1[CH2:7][CH2:8][C@H:9]2[O:11][C:12]1[CH:25]=[CH:24][C:15]2[C@H:16]([CH2:19][C:20]([O:22][CH3:23])=[O:21])[CH2:17][O:18][C:14]=2[CH:13]=1, predict the reactants needed to synthesize it. The reactants are: [F:1][C:2]1[CH:3]=[CH:4][C:5](B2OC(C)(C)C(C)(C)O2)=[C:6]2[C:10]=1[C@H:9]([O:11][C:12]1[CH:25]=[CH:24][C:15]3[C@H:16]([CH2:19][C:20]([O:22][CH3:23])=[O:21])[CH2:17][O:18][C:14]=3[CH:13]=1)[CH2:8][CH2:7]2.Br[C:36]1[C:47]([CH3:48])=[CH:46][C:39]([O:40][C@@H:41]2[CH2:45][CH2:44][O:43][CH2:42]2)=[CH:38][C:37]=1[CH3:49]. (2) Given the product [O:1]1[CH2:2][CH2:3][CH:4]([CH2:7][N:8]2[C:12]3[CH:13]=[C:14]([C:17]4[CH:22]=[CH:21][N:20]=[C:19]5[NH:23][C:24]([C:26]6[CH2:31][CH2:30][NH:29][CH2:28][CH:27]=6)=[CH:25][C:18]=45)[CH:15]=[CH:16][C:11]=3[N:10]=[N:9]2)[CH2:5][CH2:6]1, predict the reactants needed to synthesize it. The reactants are: [O:1]1[CH2:6][CH2:5][CH:4]([CH2:7][N:8]2[C:12]3[CH:13]=[C:14]([C:17]4[CH:22]=[CH:21][N:20]=[C:19]5[NH:23][C:24]([C:26]6[CH2:31][CH2:30][N:29](C(OC(C)(C)C)=O)[CH2:28][CH:27]=6)=[CH:25][C:18]=45)[CH:15]=[CH:16][C:11]=3[N:10]=[N:9]2)[CH2:3][CH2:2]1.FC(F)(F)C(O)=O. (3) Given the product [C:29]1([NH:28][C:25]2[CH:24]=[CH:23][C:22]([N:6]3[C:5]4[CH:4]=[CH:3][CH:2]=[CH:14][C:13]=4[C:12]4[C:7]3=[CH:8][CH:9]=[CH:10][CH:11]=4)=[CH:27][CH:26]=2)[CH:30]=[CH:31][CH:32]=[CH:33][CH:34]=1, predict the reactants needed to synthesize it. The reactants are: I[C:2]1[CH:3]=[CH:4][C:5]2[N:6](C3C=CC=CC=3)[C:7]3[C:12]([C:13]=2[CH:14]=1)=[CH:11][CH:10]=[CH:9][CH:8]=3.I[C:22]1[CH:27]=[CH:26][C:25]([N:28]2C3C=CC=CC=3[C:34]3[C:29]2=[CH:30][CH:31]=[CH:32][CH:33]=3)=[CH:24][CH:23]=1.NC1C=CC=CC=1. (4) Given the product [CH3:23][C:6]1[CH:5]=[C:4]([N+:1]([O-:3])=[O:2])[N:9]=[CH:8][C:7]=1[CH2:10][C:11]([O:13][CH2:14][CH3:15])=[O:12], predict the reactants needed to synthesize it. The reactants are: [N+:1]([C:4]1[N:9]=[CH:8][C:7]([CH:10](C(OCC)=O)[C:11]([O:13][C:14](C)(C)[CH3:15])=[O:12])=[C:6]([CH3:23])[CH:5]=1)([O-:3])=[O:2].FC(F)(F)S(O)(=O)=O. (5) Given the product [Cl:8][C:4]1[CH:5]=[N:6][CH:7]=[C:2]([O:21][C:16]2[CH:17]=[CH:18][CH:19]=[CH:20][C:15]=2[C:9]2[CH:10]=[CH:11][CH:12]=[CH:13][CH:14]=2)[N:3]=1, predict the reactants needed to synthesize it. The reactants are: Cl[C:2]1[CH:7]=[N:6][CH:5]=[C:4]([Cl:8])[N:3]=1.[C:9]1([C:15]2[CH:20]=[CH:19][CH:18]=[CH:17][C:16]=2[OH:21])[CH:14]=[CH:13][CH:12]=[CH:11][CH:10]=1. (6) Given the product [Cl:3][C:4]1[CH:9]=[CH:8][CH:7]=[CH:6][C:5]=1[O:10][C:12]1[C:21]2[C:16](=[CH:17][CH:18]=[CH:19][CH:20]=2)[C:15]([CH:22]=[O:23])=[CH:14][CH:13]=1, predict the reactants needed to synthesize it. The reactants are: [H-].[Na+].[Cl:3][C:4]1[CH:9]=[CH:8][CH:7]=[CH:6][C:5]=1[OH:10].F[C:12]1[C:21]2[C:16](=[CH:17][CH:18]=[CH:19][CH:20]=2)[C:15]([CH:22]=[O:23])=[CH:14][CH:13]=1.Cl. (7) Given the product [ClH:60].[NH:20]1[CH2:25][CH2:24][CH:23]([O:1][C:2]2[CH:12]=[CH:11][C:5]3[O:6][CH2:7][C:8](=[O:10])[NH:9][C:4]=3[CH:3]=2)[CH2:22][CH2:21]1, predict the reactants needed to synthesize it. The reactants are: [OH:1][C:2]1[CH:12]=[CH:11][C:5]2[O:6][CH2:7][C:8](=[O:10])[NH:9][C:4]=2[CH:3]=1.C([N:20]1[CH2:25][CH2:24][CH:23](O)[CH2:22][CH2:21]1)(OC(C)(C)C)=O.C1(P(C2C=CC=CC=2)C2C=CC=CC=2)C=CC=CC=1.CC(OC(/N=N/C(OC(C)C)=O)=O)C.[ClH:60].